This data is from Full USPTO retrosynthesis dataset with 1.9M reactions from patents (1976-2016). The task is: Predict the reactants needed to synthesize the given product. (1) The reactants are: [C:1]([CH2:4][C@@H:5]1[CH2:17][C:16]2[C:15]3[C:14]([O:18][CH:19]4[CH2:24][CH2:23][CH:22]([NH:25]C(=O)OC(C)(C)C)[CH2:21][CH2:20]4)=[N:13][CH:12]=[N:11][C:10]=3[S:9][C:8]=2[CH2:7][CH2:6]1)(=[O:3])[NH2:2].[ClH:33]. Given the product [ClH:33].[NH2:25][CH:22]1[CH2:23][CH2:24][CH:19]([O:18][C:14]2[C:15]3[C:16]4[CH2:17][C@@H:5]([CH2:4][C:1]([NH2:2])=[O:3])[CH2:6][CH2:7][C:8]=4[S:9][C:10]=3[N:11]=[CH:12][N:13]=2)[CH2:20][CH2:21]1, predict the reactants needed to synthesize it. (2) The reactants are: [NH2:1][C:2]1[C:7]([N+:8]([O-])=O)=[C:6]([N:11]2[CH2:16][CH2:15][N:14]([CH2:17][C:18]([NH:20][C:21]3[S:22][CH:23]=[C:24]([CH3:26])[N:25]=3)=[O:19])[CH2:13][CH2:12]2)[C:5]([Cl:27])=[CH:4][N:3]=1.[CH3:28][N:29]([CH3:38])[C:30]1[CH:37]=[CH:36][C:33]([CH:34]=O)=[CH:32][CH:31]=1.[O-]S(S([O-])=O)=O.[Na+].[Na+]. Given the product [Cl:27][C:5]1[C:6]([N:11]2[CH2:16][CH2:15][N:14]([CH2:17][C:18]([NH:20][C:21]3[S:22][CH:23]=[C:24]([CH3:26])[N:25]=3)=[O:19])[CH2:13][CH2:12]2)=[C:7]2[N:8]=[C:34]([C:33]3[CH:36]=[CH:37][C:30]([N:29]([CH3:38])[CH3:28])=[CH:31][CH:32]=3)[NH:1][C:2]2=[N:3][CH:4]=1, predict the reactants needed to synthesize it.